From a dataset of Full USPTO retrosynthesis dataset with 1.9M reactions from patents (1976-2016). Predict the reactants needed to synthesize the given product. (1) Given the product [CH3:1][O:2][C:3]1[CH:4]=[C:5]([CH:19]=[CH:20][C:21]=1[O:22][CH3:23])[CH2:6][CH:7]1[C:16]2[C:11](=[CH:12][C:13]([O:17][CH3:18])=[CH:14][CH:15]=2)[CH2:10][CH2:9][N:8]1[CH2:25][C:26]([NH:34][CH2:33][C:32]1[CH:35]=[CH:36][CH:37]=[C:30]([CH3:29])[CH:31]=1)=[O:27], predict the reactants needed to synthesize it. The reactants are: [CH3:1][O:2][C:3]1[CH:4]=[C:5]([CH:19]=[CH:20][C:21]=1[O:22][CH3:23])[CH2:6][CH:7]1[C:16]2[C:11](=[CH:12][C:13]([O:17][CH3:18])=[CH:14][CH:15]=2)[CH2:10][CH2:9][NH:8]1.Br[CH2:25][C:26](Br)=[O:27].[CH3:29][C:30]1[CH:31]=[C:32]([CH:35]=[CH:36][CH:37]=1)[CH2:33][NH2:34]. (2) Given the product [OH:2][CH2:3][CH:4]([CH3:19])[CH2:5][CH2:6][O:7][C:8]1[CH:17]=[C:16]2[C:11]([CH2:12][CH2:13][C:14](=[O:18])[NH:15]2)=[CH:10][CH:9]=1, predict the reactants needed to synthesize it. The reactants are: C[O:2][C:3](=O)[CH:4]([CH3:19])[CH2:5][CH2:6][O:7][C:8]1[CH:17]=[C:16]2[C:11]([CH2:12][CH2:13][C:14](=[O:18])[NH:15]2)=[CH:10][CH:9]=1.[H-].[Al+3].[Li+].[H-].[H-].[H-].[C@H](O)(C([O-])=O)[C@@H](O)C([O-])=O.[Na+].[K+]. (3) Given the product [F:36][C:16]([F:15])([F:35])[C:17]([C:19]1[CH:20]=[C:21]2[C:25](=[CH:26][CH:27]=1)[N:24]([C:28]1[CH:33]=[CH:32][C:31]([F:34])=[CH:30][CH:29]=1)[N:23]=[CH:22]2)([C:5]1[S:4][CH:3]=[N:7][CH:6]=1)[OH:18], predict the reactants needed to synthesize it. The reactants are: C[Si](C)(C)[C:3]1[S:4][CH:5]=[CH:6][N:7]=1.[Li]CCCC.[F:15][C:16]([F:36])([F:35])[C:17]([C:19]1[CH:20]=[C:21]2[C:25](=[CH:26][CH:27]=1)[N:24]([C:28]1[CH:33]=[CH:32][C:31]([F:34])=[CH:30][CH:29]=1)[N:23]=[CH:22]2)=[O:18].Cl. (4) Given the product [OH:1][C:2]1([C:9]2[S:13][C:12]([CH:14]([CH3:16])[CH3:15])=[N:11][CH:10]=2)[CH2:7][CH2:6][CH:5]([N:17]2[CH2:21][CH2:20][C@@H:19]([NH:22][C:23](=[O:29])[O:24][C:25]([CH3:27])([CH3:26])[CH3:28])[CH2:18]2)[CH2:4][CH2:3]1, predict the reactants needed to synthesize it. The reactants are: [OH:1][C:2]1([C:9]2[S:13][C:12]([CH:14]([CH3:16])[CH3:15])=[N:11][CH:10]=2)[CH2:7][CH2:6][C:5](=O)[CH2:4][CH2:3]1.[NH:17]1[CH2:21][CH2:20][C@@H:19]([NH:22][C:23](=[O:29])[O:24][C:25]([CH3:28])([CH3:27])[CH3:26])[CH2:18]1. (5) Given the product [N:10]1([C:8]([C:4]2[CH:3]=[C:2]([N:25]3[CH2:26][CH2:27][CH:28]([N:31]4[CH2:37][CH2:36][C:35]5[CH:38]=[CH:39][CH:40]=[CH:41][C:34]=5[NH:33][C:32]4=[O:42])[CH2:29][CH2:30]3)[CH:7]=[CH:6][N:5]=2)=[O:9])[C:18]2[C:13](=[CH:14][CH:15]=[CH:16][CH:17]=2)[CH2:12][CH2:11]1, predict the reactants needed to synthesize it. The reactants are: Cl[C:2]1[CH:7]=[CH:6][N:5]=[C:4]([C:8]([N:10]2[C:18]3[C:13](=[CH:14][CH:15]=[CH:16][CH:17]=3)[CH2:12][CH2:11]2)=[O:9])[CH:3]=1.C(=O)([O-])[O-].[K+].[K+].[NH:25]1[CH2:30][CH2:29][CH:28]([N:31]2[CH2:37][CH2:36][C:35]3[CH:38]=[CH:39][CH:40]=[CH:41][C:34]=3[NH:33][C:32]2=[O:42])[CH2:27][CH2:26]1. (6) The reactants are: F[C:2]1[CH:7]=[C:6]([F:8])[CH:5]=[CH:4][C:3]=1[N+:9]([O-:11])=[O:10].[F-].[K+].C(=O)([O-])[O-].[K+].[K+].[CH:20]1([NH2:23])[CH2:22][CH2:21]1. Given the product [CH:20]1([NH:23][C:2]2[CH:7]=[C:6]([F:8])[CH:5]=[CH:4][C:3]=2[N+:9]([O-:11])=[O:10])[CH2:22][CH2:21]1, predict the reactants needed to synthesize it. (7) Given the product [N+:8]([C:11]1[CH:12]=[C:13]([CH:16]=[CH:17][CH:18]=1)[CH2:14][NH:15][C:20](=[O:21])[O:22][C@H:23]1[CH2:27][CH2:26][O:25][CH2:24]1)([O-:10])=[O:9], predict the reactants needed to synthesize it. The reactants are: C([O-])([O-])=O.[Na+].[Na+].Cl.[N+:8]([C:11]1[CH:12]=[C:13]([CH:16]=[CH:17][CH:18]=1)[CH2:14][NH2:15])([O-:10])=[O:9].Cl[C:20]([O:22][C@H:23]1[CH2:27][CH2:26][O:25][CH2:24]1)=[O:21].ClC([O-])=O. (8) Given the product [F:17][C:11]1[CH:12]=[N:13][C:14]2[C:9]([C:10]=1[CH2:18][CH2:19][C:20]13[CH2:25][CH2:24][C:23]([NH:28][C:29](=[O:30])[O:31][C:32]([CH3:35])([CH3:33])[CH3:34])([CH2:26][CH2:27]1)[CH2:22][O:21]3)=[N:8][C:7]([NH:45][CH2:44][C:43]1[CH:46]=[CH:47][C:40]([O:39][CH3:38])=[CH:41][CH:42]=1)=[CH:16][CH:15]=2, predict the reactants needed to synthesize it. The reactants are: FC(F)(F)S(O[C:7]1[CH:16]=[CH:15][C:14]2[C:9](=[C:10]([CH2:18][CH2:19][C:20]34[CH2:27][CH2:26][C:23]([NH:28][C:29]([O:31][C:32]([CH3:35])([CH3:34])[CH3:33])=[O:30])([CH2:24][CH2:25]3)[CH2:22][O:21]4)[C:11]([F:17])=[CH:12][N:13]=2)[N:8]=1)(=O)=O.[CH3:38][O:39][C:40]1[CH:47]=[CH:46][C:43]([CH2:44][NH2:45])=[CH:42][CH:41]=1. (9) Given the product [Br:4][C:19]1[CH:18]=[C:12]([C:13]2([OH:15])[CH2:28][CH2:27][CH2:26][CH2:25]2)[CH:11]=[N:21][CH:20]=1, predict the reactants needed to synthesize it. The reactants are: [Mg].II.[Br:4]CCCCBr.Br[C:11]1[N:21]=[CH:20][CH:19]=[CH:18][C:12]=1[C:13]([O:15]CC)=O.[Cl-].[NH4+].O1[CH2:28][CH2:27][CH2:26][CH2:25]1. (10) Given the product [C:24]([OH:36])(=[O:23])[CH3:27].[F:28][C:29]1[CH:34]=[CH:33][C:32]([S:35]([N:11]2[C:12]3[C:8](=[C:7]([CH2:14][N:15]4[CH2:16][CH2:17][NH:18][CH2:19][CH2:20]4)[CH:6]=[C:5]([O:4][CH3:3])[CH:13]=3)[CH:9]=[CH:10]2)(=[O:37])=[O:36])=[CH:31][CH:30]=1, predict the reactants needed to synthesize it. The reactants are: [H-].[Na+].[CH3:3][O:4][C:5]1[CH:13]=[C:12]2[C:8]([CH:9]=[CH:10][NH:11]2)=[C:7]([CH2:14][N:15]2[CH2:20][CH2:19][N:18](C([O:23][C:24]([CH3:27])(C)C)=O)[CH2:17][CH2:16]2)[CH:6]=1.[F:28][C:29]1[CH:34]=[CH:33][C:32]([S:35](Cl)(=[O:37])=[O:36])=[CH:31][CH:30]=1.